From a dataset of Reaction yield outcomes from USPTO patents with 853,638 reactions. Predict the reaction yield, written as a fraction of the theoretical maximum amount of product (1.0 means a 100% yield; for example, 0.34 means a 34% yield). (1) The reactants are [NH2:1][C:2]1[N:3]=[C:4]([Cl:28])[C:5]2=[C:6]([N:8]([CH2:21][C:22]3[CH:27]=[CH:26][N:25]=[CH:24][CH:23]=3)[C:9](=[O:20])/[C:10]/2=[CH:11]\[C:12]2[NH:16][CH:15]=[C:14]([C:17](O)=[O:18])[CH:13]=2)[N:7]=1.F[P-](F)(F)(F)(F)F.N1(O[P+](N(C)C)(N(C)C)N(C)C)C2C=CC=CC=2N=N1.CCN(C(C)C)C(C)C.[CH2:65]([N:67]([CH2:71][CH3:72])[CH2:68][CH2:69][NH2:70])[CH3:66]. The catalyst is C1COCC1.O. The product is [NH2:1][C:2]1[N:3]=[C:4]([Cl:28])[C:5]2=[C:6]([N:8]([CH2:21][C:22]3[CH:23]=[CH:24][N:25]=[CH:26][CH:27]=3)[C:9](=[O:20])/[C:10]/2=[CH:11]\[C:12]2[NH:16][CH:15]=[C:14]([C:17]([NH:70][CH2:69][CH2:68][N:67]([CH2:71][CH3:72])[CH2:65][CH3:66])=[O:18])[CH:13]=2)[N:7]=1. The yield is 0.300. (2) The reactants are [Cl:1][C:2]1[CH:3]=[C:4]([CH2:13][C@@H:14]([CH2:19][C:20]([O:22][CH3:23])=[O:21])[C:15]([O:17]C)=O)[C:5]([CH2:11]Cl)=[C:6]2[C:10]=1[NH:9][N:8]=[CH:7]2.[NH2:24][CH2:25][C:26]1[CH:31]=[CH:30][N:29]=[CH:28][CH:27]=1. The catalyst is CN(C=O)C.C(OCC)(=O)C. The product is [Cl:1][C:2]1[C:10]2[NH:9][N:8]=[CH:7][C:6]=2[C:5]2[CH2:11][N:24]([CH2:25][C:26]3[CH:31]=[CH:30][N:29]=[CH:28][CH:27]=3)[C:15](=[O:17])[C@H:14]([CH2:19][C:20]([O:22][CH3:23])=[O:21])[CH2:13][C:4]=2[CH:3]=1. The yield is 0.480. (3) The reactants are [Cl:1][C:2]1[CH:7]=[CH:6][CH:5]=[CH:4][N:3]=1.[Li+].CC([N-]C(C)C)C.[CH:16](=[O:18])[CH3:17].O. The yield is 0.380. The catalyst is C1COCC1. The product is [Cl:1][C:2]1[C:7]([CH:16]([OH:18])[CH3:17])=[CH:6][CH:5]=[CH:4][N:3]=1. (4) The reactants are [NH2:1][C@@:2]1([CH2:34][CH2:35][CH:36]([CH3:38])[CH3:37])[C:11]2[C:6](=[CH:7][CH:8]=[CH:9][CH:10]=2)[C:5]([OH:12])=[C:4]([C:13]2[NH:18][C:17]3[CH:19]=[CH:20][C:21]([NH:23]C(=O)OC(C)(C)C)=[CH:22][C:16]=3[S:15](=[O:32])(=[O:31])[N:14]=2)[C:3]1=[O:33].Cl[CH2:40][CH2:41][S:42](Cl)(=[O:44])=[O:43].C(N(CC)CC)C.[NH:53]1[CH2:58][CH2:57][O:56][CH2:55][CH2:54]1.N1C=CC=CC=1.[CH3:65][S:66](Cl)(=[O:68])=[O:67]. The catalyst is ClCCl. The product is [OH:12][C:5]1[C:6]2[C:11](=[CH:10][CH:9]=[CH:8][CH:7]=2)[C@@:2]([NH:1][S:42]([CH2:41][CH2:40][N:53]2[CH2:58][CH2:57][O:56][CH2:55][CH2:54]2)(=[O:44])=[O:43])([CH2:34][CH2:35][CH:36]([CH3:37])[CH3:38])[C:3](=[O:33])[C:4]=1[C:13]1[NH:18][C:17]2[CH:19]=[CH:20][C:21]([NH:23][S:66]([CH3:65])(=[O:68])=[O:67])=[CH:22][C:16]=2[S:15](=[O:32])(=[O:31])[N:14]=1. The yield is 0.910. (5) The reactants are [CH2:1]([O:8][C:9]1[C:10]([C:15]#N)=N[CH:12]=[CH:13][CH:14]=1)[C:2]1[CH:7]=[CH:6][CH:5]=[CH:4][CH:3]=1.C[Mg]Br.O.S(=O)(=O)(O)O.[O:26]1CC[CH2:28][CH2:27]1. No catalyst specified. The product is [CH2:1]([O:8][C:9]1[CH:14]=[CH:13][CH:12]=[CH:15][C:10]=1[C:27](=[O:26])[CH3:28])[C:2]1[CH:7]=[CH:6][CH:5]=[CH:4][CH:3]=1. The yield is 0.920.